From a dataset of Reaction yield outcomes from USPTO patents with 853,638 reactions. Predict the reaction yield, written as a fraction of the theoretical maximum amount of product (1.0 means a 100% yield; for example, 0.34 means a 34% yield). The reactants are [CH:1]1[CH:2]=[CH:3][C:4]([CH2:7][NH:8][C:9]([CH2:11][C:12]2[CH:13]=[CH:14][C:15]([C:18]3[CH:19]=[CH:20][C:21]([O:24][CH2:25][CH2:26][N:27]4[CH2:32][CH2:31][O:30][CH2:29][CH2:28]4)=[CH:22][CH:23]=3)=[CH:16][N:17]=2)=[O:10])=[CH:5][CH:6]=1.[ClH:33].CCOC(C)=O.CCCCCCC. The catalyst is CCO. The product is [Cl-:33].[CH2:7]([NH:8][C:9](=[O:10])[CH2:11][C:12]1[NH+:17]=[CH:16][C:15]([C:18]2[CH:23]=[CH:22][C:21]([O:24][CH2:25][CH2:26][NH+:27]3[CH2:32][CH2:31][O:30][CH2:29][CH2:28]3)=[CH:20][CH:19]=2)=[CH:14][CH:13]=1)[C:4]1[CH:3]=[CH:2][CH:1]=[CH:6][CH:5]=1.[Cl-:33]. The yield is 0.970.